Dataset: Forward reaction prediction with 1.9M reactions from USPTO patents (1976-2016). Task: Predict the product of the given reaction. Given the reactants Br[C:2]1[CH:7]=[CH:6][CH:5]=[CH:4][C:3]=1[C:8]1[N:12]([S:13]([C:16]2[CH:17]=[N:18][CH:19]=[CH:20][CH:21]=2)(=[O:15])=[O:14])[CH:11]=[C:10]([CH:22]=[O:23])[CH:9]=1.O.[CH3:25][N:26](C)C=O, predict the reaction product. The product is: [CH:22]([C:10]1[CH:9]=[C:8]([C:3]2[CH:4]=[CH:5][CH:6]=[CH:7][C:2]=2[C:25]#[N:26])[N:12]([S:13]([C:16]2[CH:17]=[N:18][CH:19]=[CH:20][CH:21]=2)(=[O:15])=[O:14])[CH:11]=1)=[O:23].